Predict the product of the given reaction. From a dataset of Forward reaction prediction with 1.9M reactions from USPTO patents (1976-2016). (1) Given the reactants [O:1]1[C:5]2[CH:6]=[CH:7][CH:8]=[CH:9][C:4]=2[N:3]=[C:2]1[NH:10][C@@H:11]([CH2:15][CH:16]1[CH2:21][CH2:20][CH2:19][CH2:18][CH2:17]1)[C:12]([OH:14])=O.Cl.Cl.[CH3:24][O:25][C:26]1[CH:31]=[CH:30][C:29]([NH:32][CH2:33][CH2:34][NH2:35])=[CH:28][CH:27]=1.CCN(C(C)C)C(C)C.CN(C(ON1N=NC2C=CC=NC1=2)=[N+](C)C)C.F[P-](F)(F)(F)(F)F, predict the reaction product. The product is: [O:1]1[C:5]2[CH:6]=[CH:7][CH:8]=[CH:9][C:4]=2[N:3]=[C:2]1[NH:10][C@@H:11]([CH2:15][CH:16]1[CH2:21][CH2:20][CH2:19][CH2:18][CH2:17]1)[C:12]([NH:35][CH2:34][CH2:33][NH:32][C:29]1[CH:30]=[CH:31][C:26]([O:25][CH3:24])=[CH:27][CH:28]=1)=[O:14]. (2) Given the reactants [Cl:1][C:2]1[C:19]([C:20]([F:23])([F:22])[F:21])=[CH:18][CH:17]=[CH:16][C:3]=1[CH2:4][N:5]1[CH:10]([CH:11]2[CH2:13][CH2:12]2)[CH2:9][NH:8][C:7](=S)[C:6]1=[O:15].[C:24]([NH:32][NH2:33])(=O)[C:25]1[CH:30]=[CH:29][CH:28]=[N:27][CH:26]=1, predict the reaction product. The product is: [Cl:1][C:2]1[C:19]([C:20]([F:23])([F:22])[F:21])=[CH:18][CH:17]=[CH:16][C:3]=1[CH2:4][N:5]1[CH:10]([CH:11]2[CH2:13][CH2:12]2)[CH2:9][N:8]2[C:24]([C:25]3[CH:26]=[N:27][CH:28]=[CH:29][CH:30]=3)=[N:32][N:33]=[C:7]2[C:6]1=[O:15].